Dataset: Forward reaction prediction with 1.9M reactions from USPTO patents (1976-2016). Task: Predict the product of the given reaction. Given the reactants [NH2:1][C:2]1[CH:3]=[C:4]([C:23]2[CH:28]=[CH:27][C:26]([F:29])=[C:25]([F:30])[CH:24]=2)[CH:5]=[CH:6][C:7]=1[C:8]([NH:10][C@H:11]([C:19]([O:21][CH3:22])=[O:20])[C@@H:12]([CH3:18])[O:13][C:14]([CH3:17])([CH3:16])[CH3:15])=[O:9].[N:31]([C:34]1[C:39]([CH3:40])=[CH:38][C:37]([CH3:41])=[CH:36][C:35]=1[CH3:42])=[C:32]=[O:33], predict the reaction product. The product is: [F:30][C:25]1[CH:24]=[C:23]([C:4]2[CH:5]=[CH:6][C:7]([C:8]([NH:10][C@H:11]([C:19]([O:21][CH3:22])=[O:20])[C@@H:12]([CH3:18])[O:13][C:14]([CH3:17])([CH3:16])[CH3:15])=[O:9])=[C:2]([NH:1][C:32]([NH:31][C:34]3[C:35]([CH3:42])=[CH:36][C:37]([CH3:41])=[CH:38][C:39]=3[CH3:40])=[O:33])[CH:3]=2)[CH:28]=[CH:27][C:26]=1[F:29].